From a dataset of Peptide-MHC class I binding affinity with 185,985 pairs from IEDB/IMGT. Regression. Given a peptide amino acid sequence and an MHC pseudo amino acid sequence, predict their binding affinity value. This is MHC class I binding data. (1) The peptide sequence is SASFCGSPY. The MHC is Patr-A0301 with pseudo-sequence Patr-A0301. The binding affinity (normalized) is 0.315. (2) The peptide sequence is AVHGYYIGY. The MHC is HLA-B35:01 with pseudo-sequence HLA-B35:01. The binding affinity (normalized) is 0.449. (3) The peptide sequence is ITWYSKNFW. The MHC is Mamu-B3901 with pseudo-sequence Mamu-B3901. The binding affinity (normalized) is 0.301.